This data is from Full USPTO retrosynthesis dataset with 1.9M reactions from patents (1976-2016). The task is: Predict the reactants needed to synthesize the given product. (1) The reactants are: [CH:1]1([C:4](=[O:26])[CH2:5][C:6]([C:8]2[CH:13]=[CH:12][C:11]([Cl:14])=[C:10]([CH2:15][N:16]3[C:20](=[O:21])[N:19]([CH:22]4[CH2:24][CH2:23]4)[N:18]=[N:17]3)[C:9]=2[Cl:25])=[O:7])[CH2:3][CH2:2]1.[CH:27](OCC)(OCC)[O:28][CH2:29][CH3:30]. Given the product [CH:1]1([C:4](=[O:26])[C:5](=[CH:27][O:28][CH2:29][CH3:30])[C:6]([C:8]2[CH:13]=[CH:12][C:11]([Cl:14])=[C:10]([CH2:15][N:16]3[C:20](=[O:21])[N:19]([CH:22]4[CH2:24][CH2:23]4)[N:18]=[N:17]3)[C:9]=2[Cl:25])=[O:7])[CH2:3][CH2:2]1, predict the reactants needed to synthesize it. (2) Given the product [CH2:1]([N:8]1[CH2:12][C@H:11]([C:13]2[CH:18]=[CH:17][C:16]([F:19])=[C:15]([Cl:20])[CH:14]=2)[C@@H:10]([C@H:21]([OH:23])[CH3:22])[CH2:9]1)[C:2]1[CH:3]=[CH:4][CH:5]=[CH:6][CH:7]=1, predict the reactants needed to synthesize it. The reactants are: [CH2:1]([N:8]1[CH2:12][C@H:11]([C:13]2[CH:18]=[CH:17][C:16]([F:19])=[C:15]([Cl:20])[CH:14]=2)[C@@H:10]([C:21](=[O:23])[CH3:22])[CH2:9]1)[C:2]1[CH:7]=[CH:6][CH:5]=[CH:4][CH:3]=1.[H-].[H-].[H-].[H-].[Li+].[Al+3]. (3) Given the product [CH3:38][O:37][C:31]1[CH:30]=[C:29]([C:28]2[C:24]3[N:23]=[CH:12][N:7]([C:1]4[CH:2]=[CH:3][C:4]([O:44][CH3:43])=[CH:5][CH:6]=4)[C:39](=[O:41])[C:25]=3[S:26][CH:27]=2)[CH:34]=[CH:33][C:32]=1[O:35][CH3:36], predict the reactants needed to synthesize it. The reactants are: [C:1]1([N:7]2[C:12](=O)C3SC=C(C4C=CC=CC=4)C=3N=C2)[CH:6]=[CH:5][CH:4]=[CH:3][CH:2]=1.[NH2:23][C:24]1[C:28]([C:29]2[CH:34]=[CH:33][C:32]([O:35][CH3:36])=[C:31]([O:37][CH3:38])[CH:30]=2)=[CH:27][S:26][C:25]=1[C:39]([O:41]C)=O.[CH:43](OCC)(OCC)[O:44]CC.ClC1C=CC(N)=CC=1. (4) Given the product [Cl:1][C:2]1[CH:3]=[C:4]([NH:19][C:23]([C:25]2[S:26][CH:27]=[CH:28][CH:29]=2)=[NH:24])[CH:5]=[C:6]([NH:8][C:9]2[C:13]3[CH:14]=[CH:15][C:16]([F:18])=[CH:17][C:12]=3[O:11][N:10]=2)[CH:7]=1, predict the reactants needed to synthesize it. The reactants are: [Cl:1][C:2]1[CH:3]=[C:4]([NH2:19])[CH:5]=[C:6]([NH:8][C:9]2[C:13]3[CH:14]=[CH:15][C:16]([F:18])=[CH:17][C:12]=3[O:11][N:10]=2)[CH:7]=1.I.CS[C:23]([C:25]1[S:26][CH:27]=[CH:28][CH:29]=1)=[NH:24]. (5) The reactants are: Br[C:2]1[CH:3]=[C:4]([C:14]([NH:16][CH2:17][C:18]2[C:19](=[O:26])[NH:20][C:21]([CH3:25])=[CH:22][C:23]=2[CH3:24])=[O:15])[C:5]2[CH:10]=[N:9][N:8]([CH:11]([CH3:13])[CH3:12])[C:6]=2[N:7]=1.[CH3:27][N:28]1[CH2:33][CH2:32][N:31]([C:34]2[CH:39]=[CH:38][C:37](B3OC(C)(C)C(C)(C)O3)=[CH:36][N:35]=2)[CH2:30][CH2:29]1.C([O-])([O-])=O.[Na+].[Na+].CCOC(C)=O. Given the product [CH3:24][C:23]1[CH:22]=[C:21]([CH3:25])[NH:20][C:19](=[O:26])[C:18]=1[CH2:17][NH:16][C:14]([C:4]1[C:5]2[CH:10]=[N:9][N:8]([CH:11]([CH3:13])[CH3:12])[C:6]=2[N:7]=[C:2]([C:37]2[CH:36]=[N:35][C:34]([N:31]3[CH2:30][CH2:29][N:28]([CH3:27])[CH2:33][CH2:32]3)=[CH:39][CH:38]=2)[CH:3]=1)=[O:15], predict the reactants needed to synthesize it. (6) Given the product [F:1][C:2]([F:17])([F:16])[C:3]1[CH:4]=[C:5]([C:19]2[N:20]=[CH:21][NH:22][CH:23]=2)[CH:6]=[C:7]([C:9]([F:12])([F:11])[F:10])[CH:8]=1, predict the reactants needed to synthesize it. The reactants are: [F:1][C:2]([F:17])([F:16])[C:3]1[CH:4]=[C:5](B(O)O)[CH:6]=[C:7]([C:9]([F:12])([F:11])[F:10])[CH:8]=1.I[C:19]1[N:20]=[CH:21][NH:22][CH:23]=1.C([O-])(O)=O.[Na+].ClCCl. (7) Given the product [ClH:29].[N:1]1[C:10]2[C:5](=[CH:6][CH:7]=[CH:8][CH:9]=2)[CH:4]=[C:3]([C:11]2[CH:12]=[CH:13][C:14]3[O:20][CH2:19][CH2:18][N:17]=[CH:16][C:15]=3[CH:28]=2)[CH:2]=1, predict the reactants needed to synthesize it. The reactants are: [N:1]1[C:10]2[C:5](=[CH:6][CH:7]=[CH:8][CH:9]=2)[CH:4]=[C:3]([C:11]2[CH:12]=[CH:13][C:14]3[O:20][CH2:19][CH2:18][N:17](C(OC(C)(C)C)=O)[CH2:16][C:15]=3[CH:28]=2)[CH:2]=1.[ClH:29]. (8) Given the product [Br:13][C:14]1[CH:15]=[N:16][CH:17]=[C:18]([O:8][CH2:7][C:6]2[CH:9]=[CH:10][C:3]([O:2][CH3:1])=[CH:4][CH:5]=2)[CH:19]=1, predict the reactants needed to synthesize it. The reactants are: [CH3:1][O:2][C:3]1[CH:10]=[CH:9][C:6]([CH2:7][OH:8])=[CH:5][CH:4]=1.[H-].[Na+].[Br:13][C:14]1[CH:15]=[N:16][CH:17]=[C:18](Br)[CH:19]=1. (9) Given the product [CH2:1]([N:8]1[CH2:9][CH2:10][C:11]([N:15]2[C:16]3[CH:21]=[CH:20][CH:19]=[CH:18][C:17]=3[NH:22][C:28]2=[O:29])([CH3:14])[CH2:12][CH2:13]1)[C:2]1[CH:3]=[CH:4][CH:5]=[CH:6][CH:7]=1, predict the reactants needed to synthesize it. The reactants are: [CH2:1]([N:8]1[CH2:13][CH2:12][C:11]([NH:15][C:16]2[C:17]([NH2:22])=[CH:18][CH:19]=[CH:20][CH:21]=2)([CH3:14])[CH2:10][CH2:9]1)[C:2]1[CH:7]=[CH:6][CH:5]=[CH:4][CH:3]=1.C1N=CN([C:28](N2C=NC=C2)=[O:29])C=1.O.